From a dataset of Catalyst prediction with 721,799 reactions and 888 catalyst types from USPTO. Predict which catalyst facilitates the given reaction. (1) Reactant: [C:1]([C:5]1[CH:10]=[CH:9][CH:8]=[CH:7][C:6]=1[N:11]1[CH2:16][CH2:15][N:14]([C:17](=[O:21])[C:18](O)=[O:19])[CH2:13][CH2:12]1)([CH3:4])([CH3:3])[CH3:2].CCN=C=NCCCN(C)C.C1C=CC2N(O)N=NC=2C=1.[CH2:43]([NH:50][CH:51]([CH3:53])[CH3:52])[C:44]1[CH:49]=[CH:48][CH:47]=[CH:46][CH:45]=1. Product: [CH2:43]([N:50]([CH:51]([CH3:53])[CH3:52])[C:18](=[O:19])[C:17]([N:14]1[CH2:15][CH2:16][N:11]([C:6]2[CH:7]=[CH:8][CH:9]=[CH:10][C:5]=2[C:1]([CH3:3])([CH3:2])[CH3:4])[CH2:12][CH2:13]1)=[O:21])[C:44]1[CH:49]=[CH:48][CH:47]=[CH:46][CH:45]=1. The catalyst class is: 2. (2) Product: [C:10]([CH:9]([C:6]1[CH:7]=[CH:8][C:3]([O:2][CH3:1])=[CH:4][CH:5]=1)[C:12]1([OH:18])[CH2:17][CH2:16][CH2:15][CH2:14][CH2:13]1)#[N:11]. Reactant: [CH3:1][O:2][C:3]1[CH:8]=[CH:7][C:6]([CH2:9][C:10]#[N:11])=[CH:5][CH:4]=1.[C:12]1(=[O:18])[CH2:17][CH2:16][CH2:15][CH2:14][CH2:13]1.Cl.CO. The catalyst class is: 195. (3) Reactant: [CH3:1][O:2][C:3]([CH:5]1[CH2:14][C:13]2[N:12]=[C:11]([C:15]([F:18])([F:17])[F:16])[CH:10]=[CH:9][C:8]=2[C:7](=[O:19])[CH2:6]1)=[O:4].BrC(Cl)(Cl)Cl.N12CCCN=C1CCCCC2. Product: [CH3:1][O:2][C:3]([C:5]1[CH:14]=[C:13]2[C:8]([CH:9]=[CH:10][C:11]([C:15]([F:18])([F:16])[F:17])=[N:12]2)=[C:7]([OH:19])[CH:6]=1)=[O:4]. The catalyst class is: 124. (4) Reactant: O.NN.[Br:4][C:5]1[CH:13]=[CH:12][C:11]([S:14](Cl)(=[O:16])=[O:15])=[CH:10][C:6]=1[C:7]([OH:9])=[O:8].CC([O-])=O.[Na+].I[CH:24]([CH3:26])[CH3:25]. Product: [Br:4][C:5]1[CH:13]=[CH:12][C:11]([S:14]([CH:24]([CH3:26])[CH3:25])(=[O:16])=[O:15])=[CH:10][C:6]=1[C:7]([OH:9])=[O:8]. The catalyst class is: 1.